From a dataset of CYP2C9 inhibition data for predicting drug metabolism from PubChem BioAssay. Regression/Classification. Given a drug SMILES string, predict its absorption, distribution, metabolism, or excretion properties. Task type varies by dataset: regression for continuous measurements (e.g., permeability, clearance, half-life) or binary classification for categorical outcomes (e.g., BBB penetration, CYP inhibition). Dataset: cyp2c9_veith. The drug is CC(C)CNC(=O)c1ccc(COc2ccc(Cl)cc2Cl)o1. The result is 1 (inhibitor).